This data is from Full USPTO retrosynthesis dataset with 1.9M reactions from patents (1976-2016). The task is: Predict the reactants needed to synthesize the given product. (1) Given the product [Cl:16][C:17]1[CH:22]=[C:21]([S:23]([CH3:26])(=[O:25])=[O:24])[CH:20]=[CH:19][C:18]=1[O:1][C:2]1[CH:3]=[C:4]([CH2:12][C:13]([OH:15])=[O:14])[CH:5]=[C:6]([C:8]([F:9])([F:10])[F:11])[CH:7]=1, predict the reactants needed to synthesize it. The reactants are: [OH:1][C:2]1[CH:3]=[C:4]([CH2:12][C:13]([OH:15])=[O:14])[CH:5]=[C:6]([C:8]([F:11])([F:10])[F:9])[CH:7]=1.[Cl:16][C:17]1[CH:22]=[C:21]([S:23]([CH3:26])(=[O:25])=[O:24])[CH:20]=[CH:19][C:18]=1F.C(=O)([O-])[O-].[Cs+].[Cs+]. (2) Given the product [Br:29][C:21]1[CH:22]=[C:23]([C:25]([F:26])([F:27])[F:28])[CH:24]=[C:16]([O:15][CH3:14])[C:17]=1[C:18]([OH:20])=[O:19], predict the reactants needed to synthesize it. The reactants are: [Li]C(CC)C.CN(CCN(C)C)C.[CH3:14][O:15][C:16]1[CH:24]=[C:23]([C:25]([F:28])([F:27])[F:26])[CH:22]=[CH:21][C:17]=1[C:18]([OH:20])=[O:19].[Br:29]C(Cl)(Cl)C(Cl)(Cl)Br. (3) The reactants are: [CH3:1][O:2][C:3](=[O:33])[CH2:4][C@H:5]1[C:9]2[CH:10]=[CH:11][C:12]([O:14][C@H:15]3[C:23]4[C:18](=[C:19]([O:25][C:26]5[CH:31]=[CH:30][C:29]([OH:32])=[CH:28][CH:27]=5)[CH:20]=[CH:21][C:22]=4[F:24])[CH2:17][CH2:16]3)=[CH:13][C:8]=2[O:7][CH2:6]1.[OH:34][C:35]([CH3:50])([CH3:49])[CH2:36][CH2:37]OS(C1C=CC(C)=CC=1)(=O)=O. Given the product [CH3:1][O:2][C:3](=[O:33])[CH2:4][C@H:5]1[C:9]2[CH:10]=[CH:11][C:12]([O:14][C@H:15]3[C:23]4[C:18](=[C:19]([O:25][C:26]5[CH:27]=[CH:28][C:29]([O:32][CH2:37][CH2:36][C:35]([OH:34])([CH3:50])[CH3:49])=[CH:30][CH:31]=5)[CH:20]=[CH:21][C:22]=4[F:24])[CH2:17][CH2:16]3)=[CH:13][C:8]=2[O:7][CH2:6]1, predict the reactants needed to synthesize it. (4) Given the product [C:17]([NH:16][C:15]1[C:8]2[C:9](=[N:10][CH:11]=[CH:12][C:7]=2[N:1]2[CH2:2][CH2:3][N:4]([C:34](=[O:35])[CH2:33][NH:32][C:30](=[O:31])[O:29][C:25]([CH3:26])([CH3:27])[CH3:28])[CH2:5][CH2:6]2)[NH:13][CH:14]=1)(=[O:24])[C:18]1[CH:23]=[CH:22][CH:21]=[N:20][CH:19]=1, predict the reactants needed to synthesize it. The reactants are: [N:1]1([C:7]2[CH:12]=[CH:11][N:10]=[C:9]3[NH:13][CH:14]=[C:15]([NH:16][C:17](=[O:24])[C:18]4[CH:23]=[CH:22][CH:21]=[N:20][CH:19]=4)[C:8]=23)[CH2:6][CH2:5][NH:4][CH2:3][CH2:2]1.[C:25]([O:29][C:30]([NH:32][CH2:33][C:34](O)=[O:35])=[O:31])([CH3:28])([CH3:27])[CH3:26].C1C=CC2N(O)N=NC=2C=1.O.CCN=C=NCCCN(C)C.CCN(C(C)C)C(C)C. (5) Given the product [Br:1][C:2]1[CH:7]=[CH:6][C:5]([Cl:8])=[C:4]([CH2:9][S:18][C:16]2[N:15]=[C:14]([OH:19])[CH:13]=[C:12]([CH3:11])[N:17]=2)[CH:3]=1, predict the reactants needed to synthesize it. The reactants are: [Br:1][C:2]1[CH:7]=[CH:6][C:5]([Cl:8])=[C:4]([CH2:9]Br)[CH:3]=1.[CH3:11][C:12]1[N:17]=[C:16]([SH:18])[N:15]=[C:14]([OH:19])[CH:13]=1.C(N(CC)CC)C. (6) Given the product [CH3:34][NH:33][C:30]1[CH:29]=[CH:28][C:27]([C:2]#[C:1][C:3]2[CH:4]=[N:5][N:6]3[C:11]([C:12]([F:14])([F:13])[F:15])=[CH:10][C:9]([C:16]4[CH:21]=[CH:20][C:19]([C:22]([F:25])([F:24])[F:23])=[CH:18][CH:17]=4)=[N:8][C:7]=23)=[CH:32][N:31]=1, predict the reactants needed to synthesize it. The reactants are: [C:1]([C:3]1[CH:4]=[N:5][N:6]2[C:11]([C:12]([F:15])([F:14])[F:13])=[CH:10][C:9]([C:16]3[CH:21]=[CH:20][C:19]([C:22]([F:25])([F:24])[F:23])=[CH:18][CH:17]=3)=[N:8][C:7]=12)#[CH:2].Br[C:27]1[CH:28]=[CH:29][C:30]([NH:33][CH3:34])=[N:31][CH:32]=1.